From a dataset of Reaction yield outcomes from USPTO patents with 853,638 reactions. Predict the reaction yield, written as a fraction of the theoretical maximum amount of product (1.0 means a 100% yield; for example, 0.34 means a 34% yield). (1) The reactants are [CH3:1][O:2][C:3](=[O:23])[C:4]1[CH:9]=[C:8]([C:10](=[O:14])[CH2:11][CH2:12][CH3:13])[C:7]([C:15]([F:18])([F:17])[F:16])=[CH:6][C:5]=1[NH:19]C(=O)C.O.OS(O)(=O)=O. The catalyst is CO.CCOC(C)=O. The product is [CH3:1][O:2][C:3](=[O:23])[C:4]1[CH:9]=[C:8]([C:10](=[O:14])[CH2:11][CH2:12][CH3:13])[C:7]([C:15]([F:17])([F:18])[F:16])=[CH:6][C:5]=1[NH2:19]. The yield is 0.820. (2) The yield is 0.970. The catalyst is CN(C1C=CN=CC=1)C.C(Cl)Cl. The reactants are [OH:1][CH:2]1[CH2:8][CH:7]2[N:9]([CH2:10][C:11]3[CH:16]=[CH:15][C:14]([C:17]4[CH:39]=[N:38][C:20]5[N:21]([CH2:30][O:31][CH2:32][CH2:33][Si:34]([CH3:37])([CH3:36])[CH3:35])[C:22]6[CH:27]=[N:26][C:25]([C:28]#[N:29])=[CH:24][C:23]=6[C:19]=5[CH:18]=4)=[CH:13][CH:12]=3)[CH:4]([CH2:5][CH2:6]2)[CH2:3]1.[CH:40]1[N:44]=[CH:43][N:42]([C:45](N2C=NC=C2)=[S:46])[CH:41]=1. The product is [C:28]([C:25]1[N:26]=[CH:27][C:22]2[N:21]([CH2:30][O:31][CH2:32][CH2:33][Si:34]([CH3:35])([CH3:36])[CH3:37])[C:20]3[N:38]=[CH:39][C:17]([C:14]4[CH:15]=[CH:16][C:11]([CH2:10][N:9]5[CH:7]6[CH2:6][CH2:5][CH:4]5[CH2:3][CH:2]([O:1][C:45]([N:42]5[CH:41]=[CH:40][N:44]=[CH:43]5)=[S:46])[CH2:8]6)=[CH:12][CH:13]=4)=[CH:18][C:19]=3[C:23]=2[CH:24]=1)#[N:29]. (3) The reactants are [CH2:1]([N:8]([CH2:19][C:20]1[CH:25]=[CH:24][CH:23]=[CH:22][CH:21]=1)[CH:9]1[CH2:18][CH2:17][C:12]2(OCC[O:13]2)[CH2:11][CH2:10]1)[C:2]1[CH:7]=[CH:6][CH:5]=[CH:4][CH:3]=1.[CH2:19]([N:8]([CH2:1][C:2]1[CH:3]=[CH:4][CH:5]=[CH:6][CH:7]=1)[CH:9]1[CH2:10][CH2:11][C:12]2(OCC[O:13]2)[CH2:17][CH2:18]1)[C:20]1[CH:25]=[CH:24][CH:23]=[CH:22][CH:21]=1.Cl.C(=O)([O-])[O-].[K+].[K+]. The catalyst is C(Cl)(Cl)Cl. The product is [CH2:19]([N:8]([CH2:1][C:2]1[CH:7]=[CH:6][CH:5]=[CH:4][CH:3]=1)[CH:9]1[CH2:10][CH2:11][C:12](=[O:13])[CH2:17][CH2:18]1)[C:20]1[CH:21]=[CH:22][CH:23]=[CH:24][CH:25]=1. The yield is 0.720. (4) The reactants are [Br:1][C:2]1[CH:3]=[C:4]2[C:9](=[CH:10][CH:11]=1)[N:8]([CH:12]=O)[CH2:7][CH2:6][C:5]2([CH3:15])[CH3:14].[CH2:16]([Mg]Br)[CH3:17].C(OCC)C. The catalyst is O1CCCC1. The product is [Br:1][C:2]1[CH:3]=[C:4]2[C:9](=[CH:10][CH:11]=1)[N:8]([CH:12]1[CH2:17][CH2:16]1)[CH2:7][CH2:6][C:5]2([CH3:15])[CH3:14]. The yield is 0.640. (5) The catalyst is O. The product is [CH:9]1([CH2:8][S:1]([O-:4])(=[O:3])=[O:2])[CH2:11][CH2:10]1.[Na+:5]. The reactants are [S:1]([O-:4])([O-:3])=[O:2].[Na+:5].[Na+].Br[CH2:8][CH:9]1[CH2:11][CH2:10]1. The yield is 0.990.